From a dataset of Catalyst prediction with 721,799 reactions and 888 catalyst types from USPTO. Predict which catalyst facilitates the given reaction. (1) Reactant: [Cl:1][C:2]1[N:7]=[CH:6][C:5]2[C@:8]3([C@H:36]([CH2:37][C:38]([CH3:41])([CH3:40])[CH3:39])[N:18]4[C@H:19]([CH2:34][CH3:35])[N:20]([C:23]5[CH:31]=[CH:30][C:26]([C:27]([NH2:29])=[O:28])=[CH:25][C:24]=5[O:32][CH3:33])[C:21](=[O:22])[C@H:17]4[C@@H:16]3[C:42]3[CH:47]=[CH:46][CH:45]=[C:44]([Cl:48])[C:43]=3[F:49])[C:9](=[O:15])[N:10](C(O)CC)[C:4]=2[CH:3]=1.CCO.[OH-].[Na+]. Product: [Cl:1][C:2]1[N:7]=[CH:6][C:5]2[C@:8]3([C@H:36]([CH2:37][C:38]([CH3:40])([CH3:41])[CH3:39])[N:18]4[C@H:19]([CH2:34][CH3:35])[N:20]([C:23]5[CH:31]=[CH:30][C:26]([C:27]([NH2:29])=[O:28])=[CH:25][C:24]=5[O:32][CH3:33])[C:21](=[O:22])[C@H:17]4[C@@H:16]3[C:42]3[CH:47]=[CH:46][CH:45]=[C:44]([Cl:48])[C:43]=3[F:49])[C:9](=[O:15])[NH:10][C:4]=2[CH:3]=1. The catalyst class is: 25. (2) Reactant: [Cl:1][C:2]1[C:3]([C:9](=O)[CH2:10][NH:11][C:12](=[O:18])[O:13][C:14]([CH3:17])([CH3:16])[CH3:15])=[N:4][CH:5]=[C:6]([Cl:8])[CH:7]=1.Cl.[NH2:21][OH:22].N1C=CC=CC=1. Product: [Cl:1][C:2]1[C:3]([C:9](=[N:21][OH:22])[CH2:10][NH:11][C:12](=[O:18])[O:13][C:14]([CH3:17])([CH3:16])[CH3:15])=[N:4][CH:5]=[C:6]([Cl:8])[CH:7]=1. The catalyst class is: 8. (3) Reactant: [CH2:1]([O:3][C:4](=[O:13])[C:5]1[CH2:10][CH2:9][C:8]([NH2:11])=[N:7][C:6]=1[NH2:12])[CH3:2].ClC1C(=O)C(C#N)=C(C#N)C(=O)C=1Cl. Product: [CH2:1]([O:3][C:4](=[O:13])[C:5]1[CH:10]=[CH:9][C:8]([NH2:11])=[N:7][C:6]=1[NH2:12])[CH3:2]. The catalyst class is: 7. (4) Reactant: [NH2:1][C:2]1[C:3]([OH:13])=[C:4]([S:9]([NH2:12])(=[O:11])=[O:10])[C:5]([Cl:8])=[CH:6][CH:7]=1.[N:14]([CH2:17][C:18]([O:20][CH2:21][CH3:22])=[O:19])=[C:15]=[O:16]. Product: [NH2:12][S:9]([C:4]1[C:3]([OH:13])=[C:2]([NH:1][C:15]([NH:14][CH2:17][C:18]([O:20][CH2:21][CH3:22])=[O:19])=[O:16])[CH:7]=[CH:6][C:5]=1[Cl:8])(=[O:11])=[O:10]. The catalyst class is: 42. (5) Reactant: [BH4-].[Na+].C(O)C.[Cl:6][C:7]1[C:8]2[S:15][C:14]([CH:16]=[O:17])=[CH:13][C:9]=2[N:10]=[CH:11][N:12]=1. The catalyst class is: 6. Product: [Cl:6][C:7]1[C:8]2[S:15][C:14]([CH2:16][OH:17])=[CH:13][C:9]=2[N:10]=[CH:11][N:12]=1. (6) Reactant: [CH3:1][C:2]1([CH3:12])[CH2:5][C:4](C(O)=O)([C:6]([OH:8])=[O:7])[CH2:3]1. Product: [CH3:1][C:2]1([CH3:12])[CH2:5][CH:4]([C:6]([OH:8])=[O:7])[CH2:3]1. The catalyst class is: 17. (7) Reactant: C1(P(C2C=CC=CC=2)C2C=CC=CC=2)C=CC=CC=1.CC(OC(/N=N/C(OC(C)C)=O)=O)C.[OH:34][C:35]1[CH:36]=[C:37]([CH:41]=[CH:42][CH:43]=1)[C:38]([NH2:40])=[O:39].C(N(CC)CC)C.[CH2:51](O)[CH2:52][CH2:53][CH2:54]/[CH:55]=[CH:56]\[CH2:57][CH2:58][CH2:59][CH3:60]. Product: [CH2:51]([O:34][C:35]1[CH:36]=[C:37]([C:38]([NH2:40])=[O:39])[CH:41]=[CH:42][CH:43]=1)[CH2:52][CH2:53][CH2:54]/[CH:55]=[CH:56]\[CH2:57][CH2:58][CH2:59][CH3:60]. The catalyst class is: 1.